Dataset: Catalyst prediction with 721,799 reactions and 888 catalyst types from USPTO. Task: Predict which catalyst facilitates the given reaction. (1) Reactant: [CH:1]1([N:6]2[C:15]3[N:14]=[C:13]([C:16]4[CH:21]=[CH:20][N:19]=[CH:18][CH:17]=4)[N:12]=[CH:11][C:10]=3[N:9]([CH3:22])[C:8](=[O:23])[C@H:7]2[CH2:24][CH3:25])[CH2:5][CH2:4][CH2:3][CH2:2]1.C1C=C(Cl)C=C(C(OO)=[O:34])C=1.[O-]S(S([O-])=O)=O.[Na+].[Na+]. Product: [CH:1]1([N:6]2[C:15]3[N:14]=[C:13]([C:16]4[CH:21]=[CH:20][N+:19]([O-:34])=[CH:18][CH:17]=4)[N:12]=[CH:11][C:10]=3[N:9]([CH3:22])[C:8](=[O:23])[C@H:7]2[CH2:24][CH3:25])[CH2:2][CH2:3][CH2:4][CH2:5]1. The catalyst class is: 2. (2) Reactant: [OH:1][C:2]1[CH:11]=[CH:10][C:9]2[N:8]=[C:7]([C:12]3[CH:17]=[CH:16][CH:15]=[CH:14][CH:13]=3)[CH:6]=[N:5][C:4]=2[C:3]=1[C:18](O)=[O:19].Cl.[CH2:22]([O:24][C:25](=[O:28])[CH2:26][NH2:27])[CH3:23].C(N(CC)CC)C.C1CN([P+](ON2N=NC3C=CC=CC2=3)(N2CCCC2)N2CCCC2)CC1.F[P-](F)(F)(F)(F)F. Product: [OH:1][C:2]1[C:3]([C:18]([NH:27][CH2:26][C:25]([O:24][CH2:22][CH3:23])=[O:28])=[O:19])=[C:4]2[C:9](=[CH:10][CH:11]=1)[N:8]=[C:7]([C:12]1[CH:13]=[CH:14][CH:15]=[CH:16][CH:17]=1)[CH:6]=[N:5]2. The catalyst class is: 9. (3) Reactant: [Br:1][C:2]1[CH:3]=[C:4]([C:7]([NH:9][CH2:10]/[CH:11]=[CH:12]/[C:13]([O:15][CH2:16][CH3:17])=[O:14])=[O:8])[NH:5][CH:6]=1.C1CCN2C(=NCCC2)CC1. Product: [Br:1][C:2]1[CH:3]=[C:4]2[C:7](=[O:8])[NH:9][CH2:10][CH:11]([CH2:12][C:13]([O:15][CH2:16][CH3:17])=[O:14])[N:5]2[CH:6]=1. The catalyst class is: 10. (4) Reactant: [C:1]([O:5][C:6](=[O:29])[NH:7][C:8]1[CH2:9][O:10][CH2:11][CH2:12][C:13]([C:19]2[CH:24]=[C:23]([N+:25]([O-])=O)[CH:22]=[CH:21][C:20]=2[F:28])([C:15]([F:18])([F:17])[F:16])[N:14]=1)([CH3:4])([CH3:3])[CH3:2]. Product: [C:1]([O:5][C:6](=[O:29])[NH:7][C:8]1[CH2:9][O:10][CH2:11][CH2:12][C:13]([C:19]2[CH:24]=[C:23]([NH2:25])[CH:22]=[CH:21][C:20]=2[F:28])([C:15]([F:17])([F:16])[F:18])[N:14]=1)([CH3:4])([CH3:2])[CH3:3]. The catalyst class is: 791. (5) Reactant: Cl.[NH2:2][OH:3].N.OC1C=C[CH:9]=[C:10]2[C:15]=1[N:14]=[CH:13][CH:12]=[CH:11]2.C(C1(CC#N)[O:23][CH2:22][CH2:21][O:20]1)(C)C. Product: [OH:3][N:2]=[C:13]([NH2:14])[CH2:12][C:11]1([CH:10]([CH3:9])[CH3:15])[O:23][CH2:22][CH2:21][O:20]1. The catalyst class is: 5. (6) The catalyst class is: 24. Product: [N:11]1[C:12]2[C:17](=[CH:16][C:15]([C:26]([OH:28])=[O:27])=[CH:14][CH:13]=2)[N:18]=[CH:19][CH:10]=1. Reactant: O1C2C=CC([C:10]3[C:19](N4CCC[C@@H]4C)=[N:18][C:17]4[C:12](=[CH:13][CH:14]=[C:15]([C:26]([O:28]C)=[O:27])[CH:16]=4)[N:11]=3)=CC=2OC1.[OH-].[Na+]. (7) Reactant: [C:1]([C:3]1[CH:4]=[C:5]([NH2:9])[CH:6]=[CH:7][CH:8]=1)#[CH:2].[CH3:10][C:11]([O:14][C:15](O[C:15]([O:14][C:11]([CH3:13])([CH3:12])[CH3:10])=[O:16])=[O:16])([CH3:13])[CH3:12]. Product: [C:11]([O:14][C:15](=[O:16])[NH:9][C:5]1[CH:6]=[CH:7][CH:8]=[C:3]([C:1]#[CH:2])[CH:4]=1)([CH3:13])([CH3:12])[CH3:10]. The catalyst class is: 13. (8) Reactant: ClC1C=C(C=CC=1)C(OO)=O.[CH2:12]([C:14]1[N:15]([CH2:27][CH2:28][CH2:29][CH2:30][NH:31][S:32]([CH3:35])(=[O:34])=[O:33])[C:16]2[C:25]3[CH:24]=[CH:23][CH:22]=[CH:21][C:20]=3[N:19]=[CH:18][C:17]=2[N:26]=1)[CH3:13].[OH-].[NH4+:37].C1(C)C=CC(S(Cl)(=O)=O)=CC=1. Product: [NH2:37][C:18]1[C:17]2[N:26]=[C:14]([CH2:12][CH3:13])[N:15]([CH2:27][CH2:28][CH2:29][CH2:30][NH:31][S:32]([CH3:35])(=[O:34])=[O:33])[C:16]=2[C:25]2[CH:24]=[CH:23][CH:22]=[CH:21][C:20]=2[N:19]=1. The catalyst class is: 4. (9) Reactant: [NH2:1][C:2]1[CH:3]=[C:4]([C:8]2[NH:12][N:11]=[N:10][N:9]=2)[CH:5]=[CH:6][CH:7]=1.[Br:13][C:14]1[S:18][C:17]([S:19](Cl)(=[O:21])=[O:20])=[CH:16][CH:15]=1.N1C=CC=CC=1. Product: [Br:13][C:14]1[S:18][C:17]([S:19]([NH:1][C:2]2[CH:7]=[CH:6][CH:5]=[C:4]([C:8]3[NH:12][N:11]=[N:10][N:9]=3)[CH:3]=2)(=[O:21])=[O:20])=[CH:16][CH:15]=1. The catalyst class is: 2.